Dataset: Catalyst prediction with 721,799 reactions and 888 catalyst types from USPTO. Task: Predict which catalyst facilitates the given reaction. (1) Reactant: F[C:2]1[CH:9]=[CH:8][CH:7]=[CH:6][C:3]=1[C:4]#[N:5].[C:10]1([OH:16])[CH:15]=[CH:14][CH:13]=[CH:12][CH:11]=1.C([O-])([O-])=O.[K+].[K+]. Product: [O:16]([C:2]1[CH:9]=[CH:8][CH:7]=[CH:6][C:3]=1[C:4]#[N:5])[C:10]1[CH:15]=[CH:14][CH:13]=[CH:12][CH:11]=1. The catalyst class is: 18. (2) Reactant: [Br:1][C:2]1[C:7]2[N:8]([C:29]3[CH:34]=[CH:33][CH:32]=[CH:31][CH:30]=3)[C:9]([C@@H:11]([NH:13][C:14]3[N:22]=[CH:21][N:20]=[C:19]4[C:15]=3[N:16]=[CH:17][N:18]4C3CCCCO3)[CH3:12])=[N:10][C:6]=2[CH:5]=[CH:4][CH:3]=1. Product: [Br:1][C:2]1[C:7]2[N:8]([C:29]3[CH:30]=[CH:31][CH:32]=[CH:33][CH:34]=3)[C:9]([C@@H:11]([NH:13][C:14]3[N:22]=[CH:21][N:20]=[C:19]4[C:15]=3[N:16]=[CH:17][NH:18]4)[CH3:12])=[N:10][C:6]=2[CH:5]=[CH:4][CH:3]=1. The catalyst class is: 33. (3) Reactant: [Cl:1][C:2]1[CH:10]=[N:9][CH:8]=[CH:7][C:3]=1[C:4](O)=[O:5].S(Cl)([Cl:13])=O. Product: [Cl:1][C:2]1[CH:10]=[N:9][CH:8]=[CH:7][C:3]=1[C:4]([Cl:13])=[O:5]. The catalyst class is: 3. (4) Reactant: CS(O[CH2:6][C:7]1([CH3:18])[O:11][C:10]2=[N:12][C:13]([N+:15]([O-:17])=[O:16])=[CH:14][N:9]2[CH2:8]1)(=O)=O.[Br:19][C:20]1[CH:25]=[CH:24][C:23]([C:26]2[O:30][C:29](=[O:31])[NH:28][N:27]=2)=[CH:22][CH:21]=1.C(=O)([O-])[O-].[K+].[K+].[I-].[Na+]. Product: [Br:19][C:20]1[CH:21]=[CH:22][C:23]([C:26]2[O:30][C:29](=[O:31])[N:28]([CH2:6][C:7]3([CH3:18])[O:11][C:10]4=[N:12][C:13]([N+:15]([O-:17])=[O:16])=[CH:14][N:9]4[CH2:8]3)[N:27]=2)=[CH:24][CH:25]=1. The catalyst class is: 136. (5) Reactant: [CH3:1][O:2][C:3](=[O:24])[CH:4]=[CH:5][C:6]1[CH:23]=[CH:22][C:9]2[N:10]([CH2:15][CH2:16][N:17]([CH2:20][CH3:21])[CH2:18][CH3:19])[C:11]([CH2:13][NH2:14])=[N:12][C:8]=2[CH:7]=1.C(N(CC)C(C)C)(C)C.ClCCl.[CH3:37][C:38]([CH3:43])([CH3:42])[C:39](Cl)=[O:40]. Product: [CH3:1][O:2][C:3](=[O:24])[CH:4]=[CH:5][C:6]1[CH:23]=[CH:22][C:9]2[N:10]([CH2:15][CH2:16][N:17]([CH2:20][CH3:21])[CH2:18][CH3:19])[C:11]([CH2:13][NH:14][C:39](=[O:40])[C:38]([CH3:43])([CH3:42])[CH3:37])=[N:12][C:8]=2[CH:7]=1. The catalyst class is: 13. (6) Reactant: Br[C:2]1[S:3][CH:4]=[CH:5][N:6]=1.C([Li])CCC.[CH:12]([Si:15](OS(C(F)(F)F)(=O)=O)([CH:19]([CH3:21])[CH3:20])[CH:16]([CH3:18])[CH3:17])([CH3:14])[CH3:13].O. Product: [CH:12]([Si:15]([CH:19]([CH3:21])[CH3:20])([CH:16]([CH3:18])[CH3:17])[C:2]1[S:3][CH:4]=[CH:5][N:6]=1)([CH3:14])[CH3:13]. The catalyst class is: 7.